Predict the product of the given reaction. From a dataset of Forward reaction prediction with 1.9M reactions from USPTO patents (1976-2016). (1) Given the reactants Cl[C:2]1[C:11]([Cl:12])=[N:10][C:9]2[C:4](=[CH:5][C:6]([CH3:17])=[C:7]([C:13]([O:15][CH3:16])=[O:14])[CH:8]=2)[N:3]=1.[CH3:18][O-:19].[Na+].C(Cl)(Cl)Cl.O, predict the reaction product. The product is: [Cl:12][C:11]1[C:2]([O:19][CH3:18])=[N:3][C:4]2[C:9]([N:10]=1)=[CH:8][C:7]([C:13]([O:15][CH3:16])=[O:14])=[C:6]([CH3:17])[CH:5]=2. (2) Given the reactants [CH2:1]([N:8](C)[C:9]1[CH:10]=[C:11]([CH:21]=[CH:22][CH:23]=1)[CH2:12][NH:13][C:14](=[O:20])[O:15][C:16]([CH3:19])([CH3:18])[CH3:17])C1C=CC=CC=1, predict the reaction product. The product is: [CH3:1][NH:8][C:9]1[CH:10]=[C:11]([CH:21]=[CH:22][CH:23]=1)[CH2:12][NH:13][C:14](=[O:20])[O:15][C:16]([CH3:19])([CH3:17])[CH3:18]. (3) Given the reactants C([O:8][C@H:9]1[C@H:13]([O:14]CC2C=CC=CC=2)[C@@H:12]([CH2:22][O:23]CC2C=CC=CC=2)[NH:11][C@@H:10]1[CH2:31][C:32]([NH:34][CH3:35])=[O:33])C1C=CC=CC=1.B(Cl)(Cl)Cl.[CH:40](=O)[CH2:41][CH2:42][C:43]1[CH:48]=[CH:47][CH:46]=[CH:45][CH:44]=1.[BH3-]C#N.[Na+], predict the reaction product. The product is: [OH:8][C@H:9]1[C@H:13]([OH:14])[C@@H:12]([CH2:22][OH:23])[N:11]([CH2:40][CH2:41][CH2:42][C:43]2[CH:48]=[CH:47][CH:46]=[CH:45][CH:44]=2)[C@@H:10]1[CH2:31][C:32]([NH:34][CH3:35])=[O:33]. (4) Given the reactants Cl[C:2]1[CH:3]=[C:4]2[NH:10][CH:9]=[CH:8][C:5]2=[N:6][CH:7]=1.[O:11]([C:18]1[CH:23]=[CH:22][C:21](B(O)O)=[CH:20][CH:19]=1)[C:12]1[CH:17]=[CH:16][CH:15]=[CH:14][CH:13]=1.I[CH:28]1[CH2:31][N:30]([C:32]([O:34]C(C)(C)C)=O)[CH2:29]1.[CH3:39][N:40]([CH3:47])[CH2:41]/[CH:42]=[CH:43]/C(O)=O, predict the reaction product. The product is: [CH3:39][N:40]([CH3:47])[CH2:41]/[CH:42]=[CH:43]/[C:32]([N:30]1[CH2:29][CH:28]([N:10]2[C:4]3[C:5](=[N:6][CH:7]=[C:2]([C:15]4[CH:16]=[CH:17][C:12]([O:11][C:18]5[CH:23]=[CH:22][CH:21]=[CH:20][CH:19]=5)=[CH:13][CH:14]=4)[CH:3]=3)[CH:8]=[CH:9]2)[CH2:31]1)=[O:34]. (5) Given the reactants [C:1]([Cu])#[N:2].[CH2:4]([O:11][C:12]1[C:17]([C:18]([O:20][CH2:21][CH3:22])=[O:19])=[C:16]([CH3:23])[C:15](Br)=[CH:14][CH:13]=1)[C:5]1[CH:10]=[CH:9][CH:8]=[CH:7][CH:6]=1, predict the reaction product. The product is: [CH2:4]([O:11][C:12]1[C:17]([C:18]([O:20][CH2:21][CH3:22])=[O:19])=[C:16]([CH3:23])[C:15]([C:1]#[N:2])=[CH:14][CH:13]=1)[C:5]1[CH:10]=[CH:9][CH:8]=[CH:7][CH:6]=1. (6) The product is: [NH2:28][C:29]1[N:30]=[CH:31][C:32]([C:33]([N:1]2[CH2:6][CH2:5][O:4][CH2:3][CH2:2]2)=[O:34])=[CH:36][CH:37]=1. Given the reactants [NH:1]1[CH2:6][CH2:5][O:4][CH2:3][CH2:2]1.CCN=C=NCCCN(C)C.C1C=CC2N(O)N=NC=2C=1.[NH2:28][C:29]1[CH:37]=[CH:36][C:32]([C:33](O)=[O:34])=[CH:31][N:30]=1, predict the reaction product. (7) Given the reactants C([O:3][C:4](=O)[CH2:5][N:6]1[CH2:11][CH2:10][CH2:9][CH2:8][CH:7]1[CH3:12])C.[H-].[Al+3].[Li+].[H-].[H-].[H-], predict the reaction product. The product is: [CH3:12][CH:7]1[CH2:8][CH2:9][CH2:10][CH2:11][N:6]1[CH2:5][CH2:4][OH:3]. (8) Given the reactants Cl[C:2]1[C:7]([C:8]#[N:9])=[C:6]([C:10]2[CH:14]=[CH:13][NH:12][N:11]=2)[C:5]([C:15]#[N:16])=[C:4]([S:17][CH2:18][C:19]2[N:20]=[C:21]([C:24]3[CH:29]=[CH:28][C:27]([Cl:30])=[CH:26][CH:25]=3)[S:22][CH:23]=2)[N:3]=1.[CH3:31][NH2:32].CO, predict the reaction product. The product is: [Cl:30][C:27]1[CH:28]=[CH:29][C:24]([C:21]2[S:22][CH:23]=[C:19]([CH2:18][S:17][C:4]3[C:5]([C:15]#[N:16])=[C:6]([C:10]4[CH:14]=[CH:13][NH:12][N:11]=4)[C:7]([C:8]#[N:9])=[C:2]([NH:32][CH3:31])[N:3]=3)[N:20]=2)=[CH:25][CH:26]=1. (9) Given the reactants [CH2:1]([NH2:8])[C:2]1[CH:7]=[CH:6][CH:5]=[CH:4][CH:3]=1.O1[CH2:13][CH2:12][CH2:11][CH2:10]1, predict the reaction product. The product is: [CH2:1]([N:8]1[CH2:4][C:3]2[C:11](=[CH:12][CH:13]=[CH:1][CH:2]=2)[CH2:10]1)[C:2]1[CH:7]=[CH:6][CH:5]=[CH:4][CH:3]=1. (10) Given the reactants [O:1]1[C:5]2[CH:6]=[CH:7][C:8]([C:10]3[S:11][CH:12]=[C:13]([C:15]([OH:17])=O)[N:14]=3)=[CH:9][C:4]=2[CH2:3][CH2:2]1.[NH2:18][C:19]1[S:23][C:22]([N:24]2[CH2:29][CH2:28][CH:27]([C:30]([O:32][CH2:33][CH3:34])=[O:31])[CH2:26][CH2:25]2)=[N:21][N:20]=1.CN(C(ON1N=NC2C=CC=CC1=2)=[N+](C)C)C.F[P-](F)(F)(F)(F)F, predict the reaction product. The product is: [O:1]1[C:5]2[CH:6]=[CH:7][C:8]([C:10]3[S:11][CH:12]=[C:13]([C:15]([NH:18][C:19]4[S:23][C:22]([N:24]5[CH2:29][CH2:28][CH:27]([C:30]([O:32][CH2:33][CH3:34])=[O:31])[CH2:26][CH2:25]5)=[N:21][N:20]=4)=[O:17])[N:14]=3)=[CH:9][C:4]=2[CH2:3][CH2:2]1.